The task is: Predict the reactants needed to synthesize the given product.. This data is from Full USPTO retrosynthesis dataset with 1.9M reactions from patents (1976-2016). (1) Given the product [NH2:1][C:4]1[C:5]([O:10][CH2:11][C:12]2([CH2:15][C:16]#[N:17])[CH2:14][CH2:13]2)=[N:6][CH:7]=[CH:8][CH:9]=1, predict the reactants needed to synthesize it. The reactants are: [N+:1]([C:4]1[C:5]([O:10][CH2:11][C:12]2([CH2:15][C:16]#[N:17])[CH2:14][CH2:13]2)=[N:6][CH:7]=[CH:8][CH:9]=1)([O-])=O. (2) Given the product [N:1]1([C:6]2[CH:18]=[CH:17][C:9]([O:10][CH:11]3[CH2:16][CH2:15][CH2:14][N:13]([CH2:33][C:26]4[C:27]5[C:32](=[CH:31][CH:30]=[CH:29][CH:28]=5)[C:23]([O:22][CH3:21])=[CH:24][CH:25]=4)[CH2:12]3)=[CH:8][CH:7]=2)[CH:5]=[CH:4][N:3]=[CH:2]1, predict the reactants needed to synthesize it. The reactants are: [N:1]1([C:6]2[CH:18]=[CH:17][C:9]([O:10][CH:11]3[CH2:16][CH2:15][CH2:14][NH:13][CH2:12]3)=[CH:8][CH:7]=2)[CH:5]=[CH:4][N:3]=[CH:2]1.CO.[CH3:21][O:22][C:23]1[C:32]2[C:27](=[CH:28][CH:29]=[CH:30][CH:31]=2)[C:26]([CH:33]=O)=[CH:25][CH:24]=1. (3) Given the product [CH2:34]([CH:26]([CH:27]([CH2:31][CH2:32][CH3:33])[C:28]([NH2:30])=[O:29])[C:25]([NH:24][CH:15]1[CH:14]2[C:13](=[O:39])[CH2:12][CH:11]([C:9](=[O:10])[NH:8][CH:1]([CH3:40])[CH3:2])[CH2:23][N:21]3[C:22]2=[C:18]([CH:19]=[CH:20]3)[CH2:17][CH2:16]1)=[O:38])[CH:35]([CH3:37])[CH3:36], predict the reactants needed to synthesize it. The reactants are: [CH2:1]([NH:8][C:9]([CH:11]1[CH2:23][N:21]2[C:22]3[CH:14]([CH:15]([NH:24][C:25](=[O:38])[CH:26]([CH2:34][CH:35]([CH3:37])[CH3:36])[CH:27]([CH2:31][CH2:32][CH3:33])[C:28]([NH2:30])=[O:29])[CH2:16][CH2:17][C:18]=3[CH:19]=[CH:20]2)[C:13](=[O:39])[CH2:12]1)=[O:10])[C:2]1C=CC=CC=1.[CH:40](N)(C)C. (4) Given the product [C:16](=[O:15])=[O:2].[CH3:14][O:15][C:16]1[CH:25]=[C:24]2[C:19]([CH:20]=[CH:21][CH:22]=[C:23]2[CH2:26][CH2:27][NH2:28])=[CH:18][CH:17]=1, predict the reactants needed to synthesize it. The reactants are: [N+](C1C=CC(S([O-])(=O)=O)=CC=1)([O-])=[O:2].[CH3:14][O:15][C:16]1[CH:25]=[C:24]2[C:19]([CH:20]=[CH:21][CH:22]=[C:23]2[CH2:26][CH2:27][N+:28]23CN4CN(CN(C4)C2)C3)=[CH:18][CH:17]=1.Cl. (5) Given the product [NH2:7][CH:8]1[CH2:9][CH:10]2[N:15]([CH2:16][CH:17]([C:19]3[C:28]4[C:23](=[CH:24][CH:25]=[C:26]([O:29][CH3:30])[N:27]=4)[N:22]=[CH:21][C:20]=3[Cl:31])[OH:18])[CH:13]([CH2:12][CH2:11]2)[CH2:14]1, predict the reactants needed to synthesize it. The reactants are: C(OC(=O)[NH:7][CH:8]1[CH2:14][CH:13]2[N:15]([CH2:16][CH:17]([C:19]3[C:28]4[C:23](=[CH:24][CH:25]=[C:26]([O:29][CH3:30])[N:27]=4)[N:22]=[CH:21][C:20]=3[Cl:31])[OH:18])[CH:10]([CH2:11][CH2:12]2)[CH2:9]1)(C)(C)C.FC(F)(F)C(O)=O.[OH-].[Na+]. (6) Given the product [N:32]1[C:33]2[C:38](=[CH:37][CH:36]=[CH:35][CH:34]=2)[CH:39]=[C:30]([NH:29][C:16]([CH:13]2[CH2:12][CH2:11][N:10]([C:8]3[CH:7]=[CH:6][C:5]4[S:1][CH:2]=[N:3][C:4]=4[CH:9]=3)[CH2:15][CH2:14]2)=[O:18])[N:31]=1, predict the reactants needed to synthesize it. The reactants are: [S:1]1[C:5]2[CH:6]=[CH:7][C:8]([N:10]3[CH2:15][CH2:14][CH:13]([C:16]([OH:18])=O)[CH2:12][CH2:11]3)=[CH:9][C:4]=2[N:3]=[CH:2]1.BrC1C=CC2SC=NC=2C=1.[NH2:29][C:30]1[N:31]=[N:32][C:33]2[C:38]([CH:39]=1)=[CH:37][CH:36]=[CH:35][CH:34]=2. (7) The reactants are: F[C:2]1[CH:3]=[C:4]([CH:7]=[C:8]([N:10]2[CH2:15][CH2:14][C:13]3[N:16]=[C:17]([C:19]4[CH:24]=[CH:23][CH:22]=[CH:21][N:20]=4)[O:18][C:12]=3[CH2:11]2)[CH:9]=1)[C:5]#[N:6].[Br:25]C1C=C(C=C(Br)C=1)C#N. Given the product [Br:25][C:2]1[CH:3]=[C:4]([CH:7]=[C:8]([N:10]2[CH2:15][CH2:14][C:13]3[N:16]=[C:17]([C:19]4[CH:24]=[CH:23][CH:22]=[CH:21][N:20]=4)[O:18][C:12]=3[CH2:11]2)[CH:9]=1)[C:5]#[N:6], predict the reactants needed to synthesize it. (8) Given the product [CH:42]1([CH2:41][N:39]([CH3:40])[C:37]([CH2:36][NH:34][C@@H:10]2[CH2:9][NH:8][CH2:12][C@H:11]2[CH2:13][N:14]([CH:15]([CH3:16])[CH3:17])[C:18](=[O:33])[C:19]2[CH:24]=[CH:23][C:22]([CH2:25][CH3:26])=[C:21]([O:27][CH2:28][CH2:29][CH2:30][O:31][CH3:32])[CH:20]=2)=[O:38])[CH2:47][CH2:46][CH2:45][CH2:44][CH2:43]1, predict the reactants needed to synthesize it. The reactants are: C(OC([N:8]1[CH2:12][C@@H:11]([CH2:13][N:14]([C:18](=[O:33])[C:19]2[CH:24]=[CH:23][C:22]([CH2:25][CH3:26])=[C:21]([O:27][CH2:28][CH2:29][CH2:30][O:31][CH3:32])[CH:20]=2)[CH:15]([CH3:17])[CH3:16])[C@H:10]([NH2:34])[CH2:9]1)=O)(C)(C)C.Cl[CH2:36][C:37]([N:39]([CH2:41][CH:42]1[CH2:47][CH2:46][CH2:45][CH2:44][CH2:43]1)[CH3:40])=[O:38].[Cl-].CC#N.O. (9) Given the product [NH:1]1[C:9]2[C:4](=[CH:5][CH:6]=[CH:7][CH:8]=2)[C:3]([NH:10][C:11]([N:26]2[CH2:27][CH2:28][C:23]([C:20]3[CH:21]=[CH:22][C:17]([Cl:16])=[C:18]([C:30]([F:32])([F:31])[F:33])[CH:19]=3)([OH:29])[CH2:24][CH2:25]2)=[O:15])=[N:2]1, predict the reactants needed to synthesize it. The reactants are: [NH:1]1[C:9]2[C:4](=[CH:5][CH:6]=[CH:7][CH:8]=2)[C:3]([NH:10][C:11](=[O:15])OCC)=[N:2]1.[Cl:16][C:17]1[CH:22]=[CH:21][C:20]([C:23]2([OH:29])[CH2:28][CH2:27][NH:26][CH2:25][CH2:24]2)=[CH:19][C:18]=1[C:30]([F:33])([F:32])[F:31].